The task is: Predict the reactants needed to synthesize the given product.. This data is from Full USPTO retrosynthesis dataset with 1.9M reactions from patents (1976-2016). (1) Given the product [CH2:1]([O:8][C:64](=[O:65])[CH2:63][C@H:60]1[CH2:59][CH2:58][C@H:57]([CH2:56][N:53]([C:44]2[CH:45]=[CH:46][C:47]([C:49]([F:52])([F:51])[F:50])=[CH:48][C:43]=2[CH2:42][N:28]([CH:26]([C:18]2[CH:17]=[C:16]([C:15]([F:67])([F:14])[F:68])[CH:21]=[C:20]([C:22]([F:23])([F:24])[F:25])[CH:19]=2)[CH3:27])[C:29]2[N:34]=[CH:33][C:32]([O:35][CH2:36][CH2:37][S:38][CH3:41])=[CH:31][N:30]=2)[CH2:54][CH3:55])[CH2:62][CH2:61]1)[C:2]1[CH:7]=[CH:6][CH:5]=[CH:4][CH:3]=1, predict the reactants needed to synthesize it. The reactants are: [CH2:1]([OH:8])[C:2]1[CH:7]=[CH:6][CH:5]=[CH:4][CH:3]=1.Cl.ClC(Cl)C.[F:14][C:15]([F:68])([F:67])[C:16]1[CH:17]=[C:18]([C@@H:26]([N:28]([CH2:42][C:43]2[CH:48]=[C:47]([C:49]([F:52])([F:51])[F:50])[CH:46]=[CH:45][C:44]=2[N:53]([CH2:56][C@H:57]2[CH2:62][CH2:61][C@H:60]([CH2:63][C:64](O)=[O:65])[CH2:59][CH2:58]2)[CH2:54][CH3:55])[C:29]2[N:34]=[CH:33][C:32]([O:35][CH2:36][CH2:37][S:38]([CH3:41])(=O)=O)=[CH:31][N:30]=2)[CH3:27])[CH:19]=[C:20]([C:22]([F:25])([F:24])[F:23])[CH:21]=1.FC(F)(F)C1C=C(C(N(CC2C=C(C(F)(F)F)C=CC=2N(C[C@H]2CC[C@H](CC(O)=O)CC2)CC)C2N=CC(OCCSC)=CN=2)C)C=C(C(F)(F)F)C=1. (2) Given the product [Br:20][C:21]1[CH:22]=[C:23]2[N:29]([C:2]3[C:11]4[C:6](=[CH:7][CH:8]=[CH:9][C:10]=4[F:12])[N:5]=[C:4]([C:13]4[CH:18]=[CH:17][CH:16]=[CH:15][N:14]=4)[C:3]=3[CH3:19])[CH2:28][C:27]([CH3:31])([CH3:30])[C:24]2=[N:25][CH:26]=1, predict the reactants needed to synthesize it. The reactants are: Cl[C:2]1[C:11]2[C:6](=[CH:7][CH:8]=[CH:9][C:10]=2[F:12])[N:5]=[C:4]([C:13]2[CH:18]=[CH:17][CH:16]=[CH:15][N:14]=2)[C:3]=1[CH3:19].[Br:20][C:21]1[CH:22]=[C:23]2[NH:29][CH2:28][C:27]([CH3:31])([CH3:30])[C:24]2=[N:25][CH:26]=1.[H-].[Na+]. (3) Given the product [F:1][C:2]([F:16])([F:15])[C:3]([NH:5][C:6]1[CH:11]=[C:10]([O:12][CH3:13])[CH:9]=[CH:8][C:7]=1[C:18]#[C:17][Si:19]([CH3:22])([CH3:21])[CH3:20])=[O:4], predict the reactants needed to synthesize it. The reactants are: [F:1][C:2]([F:16])([F:15])[C:3]([NH:5][C:6]1[CH:11]=[C:10]([O:12][CH3:13])[CH:9]=[CH:8][C:7]=1I)=[O:4].[C:17]([Si:19]([CH3:22])([CH3:21])[CH3:20])#[CH:18].C(N(CC)CC)C. (4) Given the product [CH3:1][C:2]1[C:6]([C:7]2[C:8]([O:28][CH3:29])=[CH:9][C:10]3[C:11]4[N:19]([CH2:20][CH:21]5[CH2:22][CH2:23][O:24][CH2:25][CH2:26]5)[C:18]([N:42]5[CH2:47][CH2:46][O:45][CH2:44][CH2:43]5)=[N:17][C:12]=4[CH:13]=[N:14][C:15]=3[CH:16]=2)=[C:5]([CH3:30])[O:4][N:3]=1, predict the reactants needed to synthesize it. The reactants are: [CH3:1][C:2]1[C:6]([C:7]2[C:8]([O:28][CH3:29])=[CH:9][C:10]3[C:11]4[N:19]([CH2:20][CH:21]5[CH2:26][CH2:25][O:24][CH2:23][CH2:22]5)[C:18](=O)[NH:17][C:12]=4[CH:13]=[N:14][C:15]=3[CH:16]=2)=[C:5]([CH3:30])[O:4][N:3]=1.O=P(Cl)(Cl)Cl.P(Cl)(Cl)(Cl)(Cl)Cl.[NH:42]1[CH2:47][CH2:46][O:45][CH2:44][CH2:43]1. (5) Given the product [ClH:40].[NH2:7][CH:8]([CH:16]1[CH2:20][CH2:19][N:18]([C:21]2[C:22]([F:37])([CH3:41])[CH2:23][C:24]3[C:25](=[O:36])[NH:26][C:27](=[O:35])[N:28]([CH:32]4[CH2:33][CH2:34]4)[C:29]=3[CH:30]=2)[CH2:17]1)[C:9]1[CH:14]=[CH:13][CH:12]=[CH:11][C:10]=1[F:15], predict the reactants needed to synthesize it. The reactants are: C(OC(=O)[NH:7][CH:8]([CH:16]1[CH2:20][CH2:19][N:18]([C:21]2[C:30](C)=[C:29]3[C:24]([C:25](=[O:36])[NH:26][C:27](=[O:35])[N:28]3[CH:32]3[CH2:34][CH2:33]3)=[CH:23][C:22]=2[F:37])[CH2:17]1)[C:9]1[CH:14]=[CH:13][CH:12]=[CH:11][C:10]=1[F:15])(C)(C)C.Cl.[Cl:40][CH2:41]Cl. (6) Given the product [CH2:12]([CH:14]([C:17]1[C:18]2[N:19]([C:24]([C:2]3[C:6]4=[N:7][CH:8]=[CH:9][CH:10]=[C:5]4[S:4][C:3]=3[CH3:11])=[C:25]([CH3:27])[N:26]=2)[N:20]=[C:21]([CH3:23])[CH:22]=1)[CH2:15][CH3:16])[CH3:13], predict the reactants needed to synthesize it. The reactants are: Br[C:2]1[C:6]2=[N:7][CH:8]=[CH:9][CH:10]=[C:5]2[S:4][C:3]=1[CH3:11].[CH2:12]([CH:14]([C:17]1[C:18]2[N:19]([C:24](I)=[C:25]([CH3:27])[N:26]=2)[N:20]=[C:21]([CH3:23])[CH:22]=1)[CH2:15][CH3:16])[CH3:13]. (7) Given the product [F:20][C:14]1[CH:15]=[C:16]([F:19])[CH:17]=[CH:18][C:13]=1[C@@H:11]1[CH2:12][NH:8][CH2:9][C@H:10]1[C:21]([O:23][CH3:24])=[O:22], predict the reactants needed to synthesize it. The reactants are: C([N:8]1[CH2:12][C@@H:11]([C:13]2[CH:18]=[CH:17][C:16]([F:19])=[CH:15][C:14]=2[F:20])[C@H:10]([C:21]([O:23][CH3:24])=[O:22])[CH2:9]1)C1C=CC=CC=1. (8) Given the product [N:1]1[CH:6]=[CH:5][CH:4]=[C:3]([NH:7][C:8]([N:29]2[CH2:28][CH2:27][N:26]([C:24]3[S:23][N:22]=[C:21]([C:17]4[S:16][CH:20]=[CH:19][CH:18]=4)[N:25]=3)[CH2:31][CH2:30]2)=[O:15])[CH:2]=1, predict the reactants needed to synthesize it. The reactants are: [N:1]1[CH:6]=[CH:5][CH:4]=[C:3]([NH:7][C:8](=[O:15])OCC(Cl)(Cl)Cl)[CH:2]=1.[S:16]1[CH:20]=[CH:19][CH:18]=[C:17]1[C:21]1[N:25]=[C:24]([N:26]2[CH2:31][CH2:30][NH:29][CH2:28][CH2:27]2)[S:23][N:22]=1.C(N(C(C)C)CC)(C)C.O. (9) The reactants are: C([O:3][C:4]([C:6]1([C:9]2[CH:14]=[CH:13][C:12]([C:15]3[CH:20]=[CH:19][C:18]([C:21]4[O:25][N:24]=[C:23]([CH3:26])[C:22]=4[CH2:27][CH2:28][OH:29])=[CH:17][CH:16]=3)=[CH:11][CH:10]=2)[CH2:8][CH2:7]1)=[O:5])C.Br[CH2:31][CH:32]1[CH2:34][CH2:33]1.[H-].[Na+]. Given the product [CH:32]1([CH2:31][O:29][CH2:28][CH2:27][C:22]2[C:23]([CH3:26])=[N:24][O:25][C:21]=2[C:18]2[CH:19]=[CH:20][C:15]([C:12]3[CH:13]=[CH:14][C:9]([C:6]4([C:4]([OH:3])=[O:5])[CH2:7][CH2:8]4)=[CH:10][CH:11]=3)=[CH:16][CH:17]=2)[CH2:34][CH2:33]1, predict the reactants needed to synthesize it. (10) Given the product [C:1]1([C:7]2[N:11]=[C:10]([N:12]3[CH2:17][CH2:16][N:15]([C:32](=[S:33])[NH:31][C:27]4[CH:26]=[N:25][CH:30]=[CH:29][CH:28]=4)[CH2:14][CH2:13]3)[S:9][N:8]=2)[CH:2]=[CH:3][CH:4]=[CH:5][CH:6]=1, predict the reactants needed to synthesize it. The reactants are: [C:1]1([C:7]2[N:11]=[C:10]([N:12]3[CH2:17][CH2:16][NH:15][CH2:14][CH2:13]3)[S:9][N:8]=2)[CH:6]=[CH:5][CH:4]=[CH:3][CH:2]=1.C(N(CC)CC)C.[N:25]1[CH:30]=[CH:29][CH:28]=[C:27]([N:31]=[C:32]=[S:33])[CH:26]=1.